From a dataset of Catalyst prediction with 721,799 reactions and 888 catalyst types from USPTO. Predict which catalyst facilitates the given reaction. Reactant: [NH2:1][C:2]1[C:7]([N+:8]([O-])=O)=[CH:6][C:5]([N:11]2[CH2:16][CH2:15][N:14]([C:17](=[O:19])[CH3:18])[CH2:13][CH2:12]2)=[CH:4][C:3]=1[CH3:20].CO.[H][H]. Product: [NH2:8][C:7]1[CH:6]=[C:5]([N:11]2[CH2:12][CH2:13][N:14]([C:17](=[O:19])[CH3:18])[CH2:15][CH2:16]2)[CH:4]=[C:3]([CH3:20])[C:2]=1[NH2:1]. The catalyst class is: 331.